From a dataset of Forward reaction prediction with 1.9M reactions from USPTO patents (1976-2016). Predict the product of the given reaction. (1) Given the reactants [OH:1][CH2:2][C:3]([NH:25][C:26](=[O:28])[CH3:27])([CH2:23][OH:24])[CH2:4][CH:5]1[C:13]2[C:8](=[CH:9][C:10]([CH2:14][CH2:15][CH2:16][CH2:17][CH2:18][CH2:19][CH2:20][CH3:21])=[CH:11][CH:12]=2)[CH2:7][CH:6]1O.C1(C)C(S(O)(=O)=O)=CC=CC=1.O.C(=O)(O)[O-], predict the reaction product. The product is: [OH:24][CH2:23][C:3]([NH:25][C:26](=[O:28])[CH3:27])([CH2:2][OH:1])[CH2:4][C:5]1[C:13]2[C:8](=[CH:9][C:10]([CH2:14][CH2:15][CH2:16][CH2:17][CH2:18][CH2:19][CH2:20][CH3:21])=[CH:11][CH:12]=2)[CH2:7][CH:6]=1. (2) Given the reactants C1C=CC(P(C2C=CC3C(=CC=CC=3)C=2C2C3C(=CC=CC=3)C=CC=2P(C2C=CC=CC=2)C2C=CC=CC=2)C2C=CC=CC=2)=CC=1.Cl.Cl.[CH3:49][Si:50]([CH3:77])([CH3:76])[CH2:51][CH2:52][O:53][CH2:54][N:55]1[C:59]2[N:60]=[CH:61][N:62]=[C:63]([C:64]3[CH:65]=[N:66][N:67]([C:69]4([CH2:73][C:74]#[N:75])[CH2:72][NH:71][CH2:70]4)[CH:68]=3)[C:58]=2[CH:57]=[CH:56]1.Cl[C:79]1[C:93]([F:94])=[CH:92][C:82]([C:83]([NH:85][C@H:86]([CH3:91])[C:87]([F:90])([F:89])[F:88])=[O:84])=[C:81]([F:95])[CH:80]=1.C(=O)([O-])[O-].[Cs+].[Cs+], predict the reaction product. The product is: [C:74]([CH2:73][C:69]1([N:67]2[CH:68]=[C:64]([C:63]3[C:58]4[CH:57]=[CH:56][N:55]([CH2:54][O:53][CH2:52][CH2:51][Si:50]([CH3:76])([CH3:49])[CH3:77])[C:59]=4[N:60]=[CH:61][N:62]=3)[CH:65]=[N:66]2)[CH2:70][N:71]([C:79]2[C:93]([F:94])=[CH:92][C:82]([C:83]([NH:85][C@H:86]([CH3:91])[C:87]([F:90])([F:88])[F:89])=[O:84])=[C:81]([F:95])[CH:80]=2)[CH2:72]1)#[N:75]. (3) Given the reactants [Cl:1][C:2]1[CH:7]=[CH:6][C:5]([C:8]#[C:9][C:10]2[CH:36]=[CH:35][C:13]([CH2:14][N:15]([CH2:29][CH2:30][CH2:31][CH2:32][CH2:33][CH3:34])[C:16]3[CH:28]=[CH:27][C:19]4[O:20]C(C)(C)[O:22][C:23](=[O:24])[C:18]=4[CH:17]=3)=[CH:12][CH:11]=2)=[CH:4][CH:3]=1.[OH-].[Na+], predict the reaction product. The product is: [Cl:1][C:2]1[CH:3]=[CH:4][C:5]([C:8]#[C:9][C:10]2[CH:11]=[CH:12][C:13]([CH2:14][N:15]([CH2:29][CH2:30][CH2:31][CH2:32][CH2:33][CH3:34])[C:16]3[CH:28]=[CH:27][C:19]([OH:20])=[C:18]([CH:17]=3)[C:23]([OH:24])=[O:22])=[CH:35][CH:36]=2)=[CH:6][CH:7]=1. (4) Given the reactants [C:1]([Cl:4])(=O)C.[NH2:5][C@@H:6]([C:14]([OH:16])=[O:15])[CH2:7][C:8]1[CH:13]=[CH:12][CH:11]=[CH:10][CH:9]=1, predict the reaction product. The product is: [ClH:4].[CH3:1][O:15][C:14](=[O:16])[C@@H:6]([CH2:7][C:8]1[CH:13]=[CH:12][CH:11]=[CH:10][CH:9]=1)[NH2:5]. (5) Given the reactants [Br:1][C:2]1[CH:7]=[CH:6][C:5]([CH2:8]Br)=[C:4]([F:10])[CH:3]=1.[NH:11]1[CH:15]=[CH:14][CH:13]=[N:12]1.C(=O)([O-])[O-].[Cs+].[Cs+], predict the reaction product. The product is: [Br:1][C:2]1[CH:7]=[CH:6][C:5]([CH2:8][N:11]2[CH:15]=[CH:14][CH:13]=[N:12]2)=[C:4]([F:10])[CH:3]=1. (6) The product is: [C:1]([O:5][C:6]([NH:8][C@@H:9]1[C@H:14]([NH:15][C:16]2[N:21]=[C:20]([CH2:41][CH2:40][C:39]3[CH:51]=[CH:52][C:36]([Cl:35])=[CH:37][CH:38]=3)[C:19]3[C:23](=[O:33])[N:24]([C:26]([O:28][C:29]([CH3:31])([CH3:30])[CH3:32])=[O:27])[CH2:25][C:18]=3[C:17]=2[F:34])[CH2:13][CH2:12][O:11][CH2:10]1)=[O:7])([CH3:3])([CH3:2])[CH3:4]. Given the reactants [C:1]([O:5][C:6]([NH:8][C@@H:9]1[C@H:14]([NH:15][C:16]2[N:21]=[C:20](Cl)[C:19]3[C:23](=[O:33])[N:24]([C:26]([O:28][C:29]([CH3:32])([CH3:31])[CH3:30])=[O:27])[CH2:25][C:18]=3[C:17]=2[F:34])[CH2:13][CH2:12][O:11][CH2:10]1)=[O:7])([CH3:4])([CH3:3])[CH3:2].[Cl:35][C:36]1[CH:52]=[CH:51][C:39]([CH2:40][CH2:41]B2OC(C)(C)C(C)(C)O2)=[CH:38][CH:37]=1.C(=O)([O-])[O-].[Na+].[Na+], predict the reaction product. (7) Given the reactants [NH2:1][C:2]1[CH:7]=[C:6]([O:8][CH3:9])[CH:5]=[C:4]([Br:10])[C:3]=1[OH:11].Br[CH:13]([CH:19]([CH3:21])[CH3:20])[C:14](OCC)=[O:15].N12CCCN=C1CCCCC2, predict the reaction product. The product is: [Br:10][C:4]1[C:3]2[O:11][CH:13]([CH:19]([CH3:21])[CH3:20])[C:14](=[O:15])[NH:1][C:2]=2[CH:7]=[C:6]([O:8][CH3:9])[CH:5]=1. (8) The product is: [NH2:1][C:2]([C:4]1[N:8]2[C:9]3[CH:41]=[CH:40][C:39]([Cl:42])=[CH:38][C:10]=3[C@@H:11]([C:28]3[CH:33]=[CH:32][CH:31]=[C:30]([O:34][CH3:35])[C:29]=3[O:36][CH3:37])[O:12][C@H:13]([CH2:14][C:15]([N:17]3[CH2:22][CH2:21][CH:20]([CH2:23][C:24]([OH:26])=[O:25])[CH2:19][CH2:18]3)=[O:16])[C:7]2=[CH:6][CH:5]=1)=[O:3]. Given the reactants [NH2:1][C:2]([C:4]1[N:8]2[C:9]3[CH:41]=[CH:40][C:39]([Cl:42])=[CH:38][C:10]=3[C@@H:11]([C:28]3[CH:33]=[CH:32][CH:31]=[C:30]([O:34][CH3:35])[C:29]=3[O:36][CH3:37])[O:12][C@H:13]([CH2:14][C:15]([N:17]3[CH2:22][CH2:21][CH:20]([CH2:23][C:24]([O:26]C)=[O:25])[CH2:19][CH2:18]3)=[O:16])[C:7]2=[CH:6][CH:5]=1)=[O:3], predict the reaction product. (9) Given the reactants [CH3:1][C:2]1[N:3]=[CH:4][C:5]([N:8]2[CH2:13][CH2:12][CH:11]([O:14][C:15]3[S:16][C:17]4[CH:23]=[C:22]([C:24]5[CH2:25][CH2:26][NH:27][CH2:28][CH:29]=5)[CH:21]=[CH:20][C:18]=4[N:19]=3)[CH2:10][CH2:9]2)=[N:6][CH:7]=1.Cl[S:31]([CH2:34][CH2:35][C:36]([O:38][CH3:39])=[O:37])(=[O:33])=[O:32], predict the reaction product. The product is: [CH3:1][C:2]1[N:3]=[CH:4][C:5]([N:8]2[CH2:13][CH2:12][CH:11]([O:14][C:15]3[S:16][C:17]4[CH:23]=[C:22]([C:24]5[CH2:25][CH2:26][N:27]([S:31]([CH2:34][CH2:35][C:36]([O:38][CH3:39])=[O:37])(=[O:33])=[O:32])[CH2:28][CH:29]=5)[CH:21]=[CH:20][C:18]=4[N:19]=3)[CH2:10][CH2:9]2)=[N:6][CH:7]=1.